From a dataset of Forward reaction prediction with 1.9M reactions from USPTO patents (1976-2016). Predict the product of the given reaction. Given the reactants [NH2:1][CH2:2][C:3]1[C:8]([CH2:9][CH3:10])=[N:7][C:6]2[N:11]([CH2:14][CH3:15])[N:12]=[CH:13][C:5]=2[C:4]=1[NH:16][CH:17]1[CH2:22][CH2:21][O:20][CH2:19][CH2:18]1.Br[CH2:24][C:25]1[CH:34]=[CH:33][C:32]([C:35]([F:38])([F:37])[F:36])=[CH:31][C:26]=1[C:27](OC)=[O:28], predict the reaction product. The product is: [CH2:14]([N:11]1[C:6]2=[N:7][C:8]([CH2:9][CH3:10])=[C:3]([CH2:2][N:1]3[CH2:24][C:25]4[C:26](=[CH:31][C:32]([C:35]([F:38])([F:36])[F:37])=[CH:33][CH:34]=4)[C:27]3=[O:28])[C:4]([NH:16][CH:17]3[CH2:18][CH2:19][O:20][CH2:21][CH2:22]3)=[C:5]2[CH:13]=[N:12]1)[CH3:15].